Dataset: Full USPTO retrosynthesis dataset with 1.9M reactions from patents (1976-2016). Task: Predict the reactants needed to synthesize the given product. (1) Given the product [OH:1][C:2]([CH3:31])([CH3:30])[CH2:3][O:4][C:5]1[CH:10]=[CH:9][C:8]([N:11]2[CH2:34][CH2:33][N:15]3[CH:16]=[C:17]([S:19][CH2:20][CH2:21][C:22]4[CH:27]=[CH:26][CH:25]=[CH:24][CH:23]=4)[CH:18]=[C:14]3[C:12]2=[O:13])=[CH:7][C:6]=1[O:28][CH3:29], predict the reactants needed to synthesize it. The reactants are: [OH:1][C:2]([CH3:31])([CH3:30])[CH2:3][O:4][C:5]1[CH:10]=[CH:9][C:8]([NH:11][C:12]([C:14]2[NH:15][CH:16]=[C:17]([S:19][CH2:20][CH2:21][C:22]3[CH:27]=[CH:26][CH:25]=[CH:24][CH:23]=3)[CH:18]=2)=[O:13])=[CH:7][C:6]=1[O:28][CH3:29].Br[CH2:33][CH2:34]Br.[OH-].[Na+]. (2) Given the product [CH2:1]([O:8][C:9](=[O:40])[NH:10][C:11]1([C@H:14]([NH:18][C:19]2[CH:24]=[N:23][C:22]([C:25](=[O:42])[NH2:26])=[C:21]([NH:27][C:28]3[CH:33]=[CH:32][CH:31]=[C:30]([C:34]4[N:39]=[CH:38][CH:37]=[CH:36][N:35]=4)[CH:29]=3)[N:20]=2)[CH:15]2[CH2:17][CH2:16]2)[CH2:12][CH2:13]1)[C:2]1[CH:3]=[CH:4][CH:5]=[CH:6][CH:7]=1, predict the reactants needed to synthesize it. The reactants are: [CH2:1]([O:8][C:9](=[O:40])[NH:10][C:11]1([C@H:14]([NH:18][C:19]2[CH:24]=[N:23][C:22]([C:25]#[N:26])=[C:21]([NH:27][C:28]3[CH:33]=[CH:32][CH:31]=[C:30]([C:34]4[N:39]=[CH:38][CH:37]=[CH:36][N:35]=4)[CH:29]=3)[N:20]=2)[CH:15]2[CH2:17][CH2:16]2)[CH2:13][CH2:12]1)[C:2]1[CH:7]=[CH:6][CH:5]=[CH:4][CH:3]=1.C([O-])([O-])=[O:42].[K+].[K+]. (3) Given the product [OH:1][CH2:2][CH2:3][N:4]([CH2:18][CH2:19][OH:20])[S:5]([C:8]1[S:12][C:11]([NH2:13])=[N:10][C:9]=1[CH3:17])(=[O:6])=[O:7], predict the reactants needed to synthesize it. The reactants are: [OH:1][CH2:2][CH2:3][N:4]([CH2:18][CH2:19][OH:20])[S:5]([C:8]1[S:12][C:11]([NH:13]C(=O)C)=[N:10][C:9]=1[CH3:17])(=[O:7])=[O:6]. (4) Given the product [CH3:20][C:12]1[C:11]([NH:10][C:9]2[C:8]([C:21]#[N:22])=[CH:7][N:6]=[C:5]3[S:23][CH:2]=[CH:3][C:4]=23)=[CH:19][CH:18]=[C:17]2[C:13]=1[CH:14]=[CH:15][NH:16]2, predict the reactants needed to synthesize it. The reactants are: I[C:2]1[S:23][C:5]2=[N:6][CH:7]=[C:8]([C:21]#[N:22])[C:9]([NH:10][C:11]3[C:12]([CH3:20])=[C:13]4[C:17](=[CH:18][CH:19]=3)[NH:16][CH:15]=[CH:14]4)=[C:4]2[CH:3]=1.CC([O-])=O.[Na+]. (5) Given the product [NH2:22][C:17]1[CH:16]=[C:15]([N:5]2[CH2:6][C:7]3[C:8](=[N:9][C:10]([S:13][CH3:14])=[N:11][CH:12]=3)[N:3]([CH2:1][CH3:2])[C:4]2=[O:25])[CH:20]=[CH:19][C:18]=1[F:21], predict the reactants needed to synthesize it. The reactants are: [CH2:1]([N:3]1[C:8]2=[N:9][C:10]([S:13][CH3:14])=[N:11][CH:12]=[C:7]2[CH2:6][N:5]([C:15]2[CH:20]=[CH:19][C:18]([F:21])=[C:17]([N+:22]([O-])=O)[CH:16]=2)[C:4]1=[O:25])[CH3:2]. (6) Given the product [Cl:1][C:2]1[N:6]2[CH2:7][CH2:8][NH:9][CH2:10][C:5]2=[N:4][CH:3]=1, predict the reactants needed to synthesize it. The reactants are: [Cl:1][C:2]1[N:6]2[CH2:7][CH2:8][N:9](C(OC(C)(C)C)=O)[CH2:10][C:5]2=[N:4][CH:3]=1.Cl. (7) The reactants are: [Cl:1][C:2]1[CH:3]=[C:4]([NH:9][C:10]2[N:15]=[C:14]([NH:16][CH2:17][CH2:18][CH2:19][O:20][CH3:21])[C:13]([C:22]#[N:23])=[CH:12][N:11]=2)[CH:5]=[CH:6][C:7]=1[F:8].[NH4+]=[S:25]. Given the product [Cl:1][C:2]1[CH:3]=[C:4]([NH:9][C:10]2[N:15]=[C:14]([NH:16][CH2:17][CH2:18][CH2:19][O:20][CH3:21])[C:13]([C:22](=[S:25])[NH2:23])=[CH:12][N:11]=2)[CH:5]=[CH:6][C:7]=1[F:8], predict the reactants needed to synthesize it. (8) Given the product [Cl:1][C:2]1[C:3]([O:19][CH:20]([CH3:22])[CH3:21])=[C:4]([CH:17]([OH:18])[CH3:23])[CH:5]=[C:6]2[C:11]=1[O:10][C:9]([CH3:12])([CH3:13])[CH:8]=[C:7]2[CH:14]([CH3:16])[CH3:15], predict the reactants needed to synthesize it. The reactants are: [Cl:1][C:2]1[C:3]([O:19][CH:20]([CH3:22])[CH3:21])=[C:4]([CH:17]=[O:18])[CH:5]=[C:6]2[C:11]=1[O:10][C:9]([CH3:13])([CH3:12])[CH:8]=[C:7]2[CH:14]([CH3:16])[CH3:15].[CH3:23][Mg]Cl.